Dataset: Forward reaction prediction with 1.9M reactions from USPTO patents (1976-2016). Task: Predict the product of the given reaction. Given the reactants [C:1]([O:5][C:6](=[O:31])[NH:7][C@H:8]([C:10]1[N:19]([C:20]2[CH:25]=[CH:24][CH:23]=[C:22]([C:26](=[O:28])[NH2:27])[CH:21]=2)[C:18](=[O:29])[C:17]2[C:12](=[C:13](I)[CH:14]=[CH:15][CH:16]=2)[N:11]=1)[CH3:9])([CH3:4])([CH3:3])[CH3:2].CCOC(C)=O.[CH3:38][N:39]1C(=O)CCC1, predict the reaction product. The product is: [C:1]([O:5][C:6](=[O:31])[NH:7][C@H:8]([C:10]1[N:19]([C:20]2[CH:25]=[CH:24][CH:23]=[C:22]([C:26](=[O:28])[NH2:27])[CH:21]=2)[C:18](=[O:29])[C:17]2[C:12](=[C:13]([C:38]#[N:39])[CH:14]=[CH:15][CH:16]=2)[N:11]=1)[CH3:9])([CH3:4])([CH3:3])[CH3:2].